Dataset: Forward reaction prediction with 1.9M reactions from USPTO patents (1976-2016). Task: Predict the product of the given reaction. Given the reactants Cl.[CH2:2]1[C:7]2([CH2:12][CH2:11][N:10]([C:13]([O:15][C:16]([CH3:19])([CH3:18])[CH3:17])=[O:14])[CH2:9][CH2:8]2)[CH2:6][NH:5][CH2:4][CH2:3]1.C(=O)([O-])[O-].[Cs+].[Cs+].Br[CH2:27][CH2:28][C:29]#[CH:30], predict the reaction product. The product is: [CH2:30]([N:5]1[CH2:6][C:7]2([CH2:8][CH2:9][N:10]([C:13]([O:15][C:16]([CH3:19])([CH3:18])[CH3:17])=[O:14])[CH2:11][CH2:12]2)[CH2:2][CH2:3][CH2:4]1)[CH2:29][C:28]#[CH:27].